Task: Regression. Given a peptide amino acid sequence and an MHC pseudo amino acid sequence, predict their binding affinity value. This is MHC class II binding data.. Dataset: Peptide-MHC class II binding affinity with 134,281 pairs from IEDB (1) The peptide sequence is KIYLYENMNINNLTATLGAD. The MHC is DRB1_1101 with pseudo-sequence DRB1_1101. The binding affinity (normalized) is 0.851. (2) The peptide sequence is LSPILFECLIHPMLG. The MHC is DRB1_0101 with pseudo-sequence DRB1_0101. The binding affinity (normalized) is 0.366. (3) The peptide sequence is FQEFMIVPSGAPSFT. The MHC is DRB5_0101 with pseudo-sequence DRB5_0101. The binding affinity (normalized) is 0.515. (4) The peptide sequence is AGKATTEEQKLIEKI. The MHC is HLA-DPA10201-DPB11401 with pseudo-sequence HLA-DPA10201-DPB11401. The binding affinity (normalized) is 0.0324.